Dataset: Reaction yield outcomes from USPTO patents with 853,638 reactions. Task: Predict the reaction yield, written as a fraction of the theoretical maximum amount of product (1.0 means a 100% yield; for example, 0.34 means a 34% yield). (1) The yield is 1.00. The reactants are [CH2:1]([O:3][C:4](=[O:21])[C:5]1[CH:10]=[CH:9][C:8]([N:11]=[CH:12][C:13]2[CH:18]=[C:17]([F:19])[CH:16]=[C:15]([F:20])[CH:14]=2)=[CH:7][CH:6]=1)[CH3:2].O.[O-]S(C(F)(F)F)(=O)=O.[Yb+3].[O-]S(C(F)(F)F)(=O)=O.[O-]S(C(F)(F)F)(=O)=O.[CH:48](=[O:52])[CH:49]([CH3:51])[CH3:50].O. The product is [CH2:1]([O:3][C:4]([C:5]1[CH:10]=[C:9]2[C:8](=[CH:7][CH:6]=1)[NH:11][CH:12]([C:13]1[CH:18]=[C:17]([F:19])[CH:16]=[C:15]([F:20])[CH:14]=1)[C:49]([CH3:51])([CH3:50])[CH:48]2[OH:52])=[O:21])[CH3:2]. The catalyst is O1CCCC1. (2) The reactants are [OH:1][C:2]1[CH:10]=[CH:9][C:5]([C:6]([OH:8])=[O:7])=[CH:4][CH:3]=1.C1C[O:14][CH2:13][CH2:12]1.N1C=CC=CC=1.C(OC(=O)C)(=O)C. The catalyst is C1(C)C=CC=CC=1. The product is [C:13]([O:1][C:2]1[CH:10]=[CH:9][C:5]([C:6]([OH:8])=[O:7])=[CH:4][CH:3]=1)(=[O:14])[CH3:12]. The yield is 1.00. (3) The reactants are [CH3:1][NH:2][C@@H:3]([CH2:8][CH:9]=[CH2:10])[C:4]([O:6][CH3:7])=[O:5].[CH2:11]([O:13][C:14]1[CH:18]=[CH:17][S:16][C:15]=1[C:19]([OH:21])=O)[CH3:12]. No catalyst specified. The product is [CH2:11]([O:13][C:14]1[CH:18]=[CH:17][S:16][C:15]=1[C:19]([N:2]([C@@H:3]([CH2:8][CH:9]=[CH2:10])[C:4]([O:6][CH3:7])=[O:5])[CH3:1])=[O:21])[CH3:12]. The yield is 1.00. (4) The reactants are Cl[C:2]1[N:7]=[C:6]([O:8][CH3:9])[N:5]=[C:4]([NH:10][CH2:11][CH2:12][C:13]2[CH:18]=[CH:17][C:16]([O:19][C:20]([F:23])([F:22])[F:21])=[CH:15][CH:14]=2)[CH:3]=1.[CH2:24]([O:26][C:27](=[O:35])[CH2:28][CH:29]1[CH2:34][CH2:33][CH2:32][NH:31][CH2:30]1)[CH3:25].C(=O)([O-])[O-].[K+].[K+]. The catalyst is CN1CCCC1=O.O. The product is [CH2:24]([O:26][C:27](=[O:35])[CH2:28][CH:29]1[CH2:34][CH2:33][CH2:32][N:31]([C:2]2[CH:3]=[C:4]([NH:10][CH2:11][CH2:12][C:13]3[CH:18]=[CH:17][C:16]([O:19][C:20]([F:23])([F:22])[F:21])=[CH:15][CH:14]=3)[N:5]=[C:6]([O:8][CH3:9])[N:7]=2)[CH2:30]1)[CH3:25]. The yield is 0.940.